This data is from Forward reaction prediction with 1.9M reactions from USPTO patents (1976-2016). The task is: Predict the product of the given reaction. (1) Given the reactants C(OC(=O)[NH:7][C:8]1[CH:13]=[CH:12][C:11]([C:14]2[N:15]([CH:31]3[CH2:34][CH2:33][CH2:32]3)[C:16]3[C:21]([C:22]=2[C:23]#[N:24])=[CH:20][CH:19]=[C:18]([O:25][CH2:26][S:27]([CH3:30])(=[O:29])=[O:28])[CH:17]=3)=[CH:10][CH:9]=1)(C)(C)C.C(O)(C(F)(F)F)=O, predict the reaction product. The product is: [NH2:7][C:8]1[CH:9]=[CH:10][C:11]([C:14]2[N:15]([CH:31]3[CH2:34][CH2:33][CH2:32]3)[C:16]3[C:21]([C:22]=2[C:23]#[N:24])=[CH:20][CH:19]=[C:18]([O:25][CH2:26][S:27]([CH3:30])(=[O:29])=[O:28])[CH:17]=3)=[CH:12][CH:13]=1. (2) Given the reactants S([O-])([O-])(=O)=O.[Na+].[Na+].Cl[C:9](Cl)(Cl)[CH:10]([OH:12])O.[C:15]([C:19]1[CH:24]=[C:23]([C:25]([CH3:28])([CH3:27])[CH3:26])[CH:22]=[CH:21][C:20]=1[NH2:29])([CH3:18])([CH3:17])[CH3:16].Cl.[NH2:31][OH:32], predict the reaction product. The product is: [C:15]([C:19]1[CH:24]=[C:23]([C:25]([CH3:28])([CH3:27])[CH3:26])[CH:22]=[CH:21][C:20]=1[NH:29][C:10](=[O:12])/[CH:9]=[N:31]/[OH:32])([CH3:18])([CH3:17])[CH3:16]. (3) Given the reactants [NH2:1][C:2]1[C:7]([O:8][CH:9]2[C:13]3([CH2:15][CH2:14]3)[CH2:12][N:11]([C:16]([O:18][C:19]([CH3:22])([CH3:21])[CH3:20])=[O:17])[CH2:10]2)=[CH:6][C:5](Br)=[CH:4][N:3]=1.C1C=CC(P(C2C=CC=CC=2)CCCP(C2C=CC=CC=2)C2C=CC=CC=2)=CC=1.CCN(C(C)C)C(C)C.[C]=O, predict the reaction product. The product is: [NH2:1][C:2]1[C:7]([O:8][CH:9]2[C:13]3([CH2:15][CH2:14]3)[CH2:12][N:11]([C:16]([O:18][C:19]([CH3:22])([CH3:21])[CH3:20])=[O:17])[CH2:10]2)=[CH:6][C:5]([C:16]([O:18][CH3:19])=[O:17])=[CH:4][N:3]=1. (4) The product is: [NH2:29][C@@H:30]([CH2:34][CH2:35][CH2:36][CH2:37][NH:38][C:39]([O:41][CH2:42][C:43]1[CH:44]=[CH:45][C:46]([N:49]=[N+:50]=[N-:51])=[CH:47][CH:48]=1)=[O:40])[C:31]([OH:33])=[O:32]. Given the reactants C1CCN2C(=NCCC2)CC1.C1C2C(COC([NH:29][C@@H:30]([CH2:34][CH2:35][CH2:36][CH2:37][NH:38][C:39]([O:41][CH2:42][C:43]3[CH:48]=[CH:47][C:46]([N:49]=[N+:50]=[N-:51])=[CH:45][CH:44]=3)=[O:40])[C:31]([OH:33])=[O:32])=O)C3C(=CC=CC=3)C=2C=CC=1, predict the reaction product. (5) The product is: [O:16]1[CH:17]=[CH:18][CH:19]=[C:15]1[C:10]1[N:11]=[C:12]([NH:14][C:20]([C:21]2[CH:26]=[CH:25][N:24]=[CH:23][CH:22]=2)=[O:27])[S:13][C:9]=1[C:7]([CH:4]1[CH2:5][CH2:6][S:1][CH2:2][CH2:3]1)=[O:8]. Given the reactants [S:1]1[CH2:6][CH2:5][CH:4]([C:7]([C:9]2[S:13][C:12]([NH2:14])=[N:11][C:10]=2[C:15]2[O:16][CH:17]=[CH:18][CH:19]=2)=[O:8])[CH2:3][CH2:2]1.[C:20](O)(=[O:27])[C:21]1[CH:26]=[CH:25][N:24]=[CH:23][CH:22]=1.CCN=C=NCCCN(C)C.Cl.O.ON1C2C=CC=CC=2N=N1, predict the reaction product. (6) Given the reactants Cl[C:2]1[C:3]([NH2:9])=[N:4][CH:5]=[N:6][C:7]=1Cl.[O:10]([C:17]1[CH:22]=[CH:21][C:20](B(O)O)=[CH:19][CH:18]=1)[C:11]1[CH:16]=[CH:15][CH:14]=[CH:13][CH:12]=1.[NH2:26][CH2:27][C:28]1([F:41])[CH2:33][CH2:32][N:31]([C:34]([O:36]C(C)(C)C)=O)[CH2:30][CH2:29]1.[C:42](O)(=O)[CH:43]=C, predict the reaction product. The product is: [NH2:9][C:3]1[N:4]=[CH:5][N:6]=[C:7]([NH:26][CH2:27][C:28]2([F:41])[CH2:29][CH2:30][N:31]([C:34](=[O:36])[CH:42]=[CH2:43])[CH2:32][CH2:33]2)[C:2]=1[C:20]1[CH:21]=[CH:22][C:17]([O:10][C:11]2[CH:16]=[CH:15][CH:14]=[CH:13][CH:12]=2)=[CH:18][CH:19]=1. (7) Given the reactants [CH2:1]([O:3][C:4]([C:6]1[S:10][C:9]([NH:11][C:12]2[CH:17]=[C:16]([CH2:18][N:19]3[CH2:24][CH2:23][N:22]([CH3:25])[CH2:21][CH2:20]3)[CH:15]=[CH:14][C:13]=2[NH2:26])=[N:8][C:7]=1[C:27]1[CH:32]=[CH:31][CH:30]=[CH:29][CH:28]=1)=[O:5])[CH3:2].[CH:33](OCC)(OCC)OCC, predict the reaction product. The product is: [CH2:1]([O:3][C:4]([C:6]1[S:10][C:9]([N:11]2[C:12]3[CH:17]=[C:16]([CH2:18][N:19]4[CH2:20][CH2:21][N:22]([CH3:25])[CH2:23][CH2:24]4)[CH:15]=[CH:14][C:13]=3[N:26]=[CH:33]2)=[N:8][C:7]=1[C:27]1[CH:32]=[CH:31][CH:30]=[CH:29][CH:28]=1)=[O:5])[CH3:2]. (8) The product is: [OH:27][CH2:26][C:25]1[CH:29]=[C:30]([C:32]([F:35])([F:33])[F:34])[N:31]=[C:23]([NH:22][CH:19]2[CH2:20][CH2:21][N:16]([C:14]([O:13][C:9]([CH3:12])([CH3:11])[CH3:10])=[O:15])[CH2:17][CH2:18]2)[CH:24]=1. Given the reactants ClC(OCC(C)C)=O.[C:9]([O:13][C:14]([N:16]1[CH2:21][CH2:20][CH:19]([NH:22][C:23]2[CH:24]=[C:25]([CH:29]=[C:30]([C:32]([F:35])([F:34])[F:33])[N:31]=2)[C:26](O)=[O:27])[CH2:18][CH2:17]1)=[O:15])([CH3:12])([CH3:11])[CH3:10].C(N(CC)CC)C.[BH4-].[Na+], predict the reaction product. (9) The product is: [C:37]([O:1][C:2]1[CH:3]=[CH:4][C:5]([NH:18][C:19]([C:21]2[C:30]3[C:25](=[CH:26][CH:27]=[CH:28][CH:29]=3)[C:24]([CH2:31][N:32]3[CH:36]=[CH:35][N:34]=[N:33]3)=[CH:23][CH:22]=2)=[O:20])=[C:6]([C:8]([NH:10][CH2:11][CH:12]2[CH2:13][CH2:14][O:15][CH2:16][CH2:17]2)=[O:9])[N:7]=1)(=[O:39])[CH3:38]. Given the reactants [OH:1][C:2]1[N:7]=[C:6]([C:8]([NH:10][CH2:11][CH:12]2[CH2:17][CH2:16][O:15][CH2:14][CH2:13]2)=[O:9])[C:5]([NH:18][C:19]([C:21]2[C:30]3[C:25](=[CH:26][CH:27]=[CH:28][CH:29]=3)[C:24]([CH2:31][N:32]3[CH:36]=[CH:35][N:34]=[N:33]3)=[CH:23][CH:22]=2)=[O:20])=[CH:4][CH:3]=1.[C:37](Cl)(=[O:39])[CH3:38], predict the reaction product.